Dataset: Full USPTO retrosynthesis dataset with 1.9M reactions from patents (1976-2016). Task: Predict the reactants needed to synthesize the given product. (1) Given the product [NH2:8][C:5]1[N:4]=[CH:3][C:2]([C:10]([F:17])([F:16])[C:11]([O:13][CH2:14][CH3:15])=[O:12])=[CH:7][N:6]=1, predict the reactants needed to synthesize it. The reactants are: I[C:2]1[CH:3]=[N:4][C:5]([NH2:8])=[N:6][CH:7]=1.Br[C:10]([F:17])([F:16])[C:11]([O:13][CH2:14][CH3:15])=[O:12].[Cl-].[NH4+]. (2) Given the product [Cl:16][C:17]1[CH:29]=[CH:28][CH:27]=[CH:26][C:18]=1[CH2:19][N:20]1[CH:24]=[N:23][C:22]([NH:25][C:2]2[CH:3]=[CH:4][C:5]([N:10]3[CH:14]=[C:13]([CH3:15])[N:12]=[CH:11]3)=[C:6]([CH:9]=2)[C:7]#[N:8])=[N:21]1, predict the reactants needed to synthesize it. The reactants are: Br[C:2]1[CH:3]=[CH:4][C:5]([N:10]2[CH:14]=[C:13]([CH3:15])[N:12]=[CH:11]2)=[C:6]([CH:9]=1)[C:7]#[N:8].[Cl:16][C:17]1[CH:29]=[CH:28][CH:27]=[CH:26][C:18]=1[CH2:19][N:20]1[CH:24]=[N:23][C:22]([NH2:25])=[N:21]1. (3) Given the product [CH3:23][O:22][C:16]1[CH:15]=[C:14]([CH:19]=[CH:18][C:17]=1[O:20][CH3:21])[C:13]([NH:12][C:9]1[CH:10]=[CH:11][C:6]([C:3]([CH3:5])([CH3:4])[CH2:2][NH:1][C:36]([C:33]2[CH:34]=[C:35]3[N:27]=[CH:28][NH:29][C:30]3=[N:31][CH:32]=2)=[O:37])=[C:7]([CH2:25][CH3:26])[CH:8]=1)=[O:24], predict the reactants needed to synthesize it. The reactants are: [NH2:1][CH2:2][C:3]([C:6]1[CH:11]=[CH:10][C:9]([NH:12][C:13](=[O:24])[C:14]2[CH:19]=[CH:18][C:17]([O:20][CH3:21])=[C:16]([O:22][CH3:23])[CH:15]=2)=[CH:8][C:7]=1[CH2:25][CH3:26])([CH3:5])[CH3:4].[N:27]1[C:35]2[C:30](=[N:31][CH:32]=[C:33]([C:36](O)=[O:37])[CH:34]=2)[NH:29][CH:28]=1.C1C=CC2N(O)N=NC=2C=1.C(Cl)CCl. (4) Given the product [CH:47]1([C:52]([NH:46][C:42]2[CH:43]=[CH:44][CH:45]=[C:40]([C:9]3[C:10]4[C:15](=[CH:14][CH:13]=[C:12]([C:16]5[N:20]=[CH:19][N:18]([C:21]([CH3:22])([CH3:34])[CH3:28])[N:17]=5)[CH:11]=4)[N:7]([CH:2]4[CH2:3][CH2:4][CH2:5][CH2:6][O:1]4)[N:8]=3)[CH:41]=2)=[O:53])[CH2:51][CH2:50][CH2:49][CH2:48]1, predict the reactants needed to synthesize it. The reactants are: [O:1]1[CH2:6][CH2:5][CH2:4][CH2:3][CH:2]1[N:7]1[C:15]2[C:10](=[CH:11][C:12]([C:16]3[N:20]=[CH:19][N:18]([C:21]([C:34]4C=CC=CC=4)([C:28]4C=CC=CC=4)[C:22]4C=CC=CC=4)[N:17]=3)=[CH:13][CH:14]=2)[C:9]([C:40]2[CH:41]=[C:42]([NH2:46])[CH:43]=[CH:44][CH:45]=2)=[N:8]1.[CH:47]1([C:52](Cl)=[O:53])[CH2:51][CH2:50][CH2:49][CH2:48]1.C(N(CC)CC)C. (5) Given the product [F:49][C:50]1[CH:55]=[CH:54][C:53]([C:56]2([C:61]3[CH:66]=[CH:65][C:64]([F:67])=[CH:63][CH:62]=3)[CH2:60][CH2:59][N:58]([C:21](=[O:22])[CH2:20][N:3]3[CH2:4][CH2:5][CH2:6][C:7]([C:14]4[CH:19]=[CH:18][CH:17]=[CH:16][CH:15]=4)([C:8]4[CH:13]=[CH:12][CH:11]=[CH:10][CH:9]=4)[C:2]3=[O:1])[CH2:57]2)=[CH:52][CH:51]=1, predict the reactants needed to synthesize it. The reactants are: [O:1]=[C:2]1[C:7]([C:14]2[CH:19]=[CH:18][CH:17]=[CH:16][CH:15]=2)([C:8]2[CH:13]=[CH:12][CH:11]=[CH:10][CH:9]=2)[CH2:6][CH2:5][CH2:4][N:3]1[CH2:20][C:21](O)=[O:22].FC1C=CC(C2(C3C=CC(F)=CC=3)CCCN(CC(O)=O)C2=O)=CC=1.[F:49][C:50]1[CH:55]=[CH:54][C:53]([C:56]2([C:61]3[CH:66]=[CH:65][C:64]([F:67])=[CH:63][CH:62]=3)[CH2:60][CH2:59][NH:58][CH2:57]2)=[CH:52][CH:51]=1.C1(C2(C3C=CC=CC=3)CCNC2)C=CC=CC=1.